From a dataset of Full USPTO retrosynthesis dataset with 1.9M reactions from patents (1976-2016). Predict the reactants needed to synthesize the given product. (1) Given the product [F:29][C:28]([F:30])([F:31])[C:19]1[CH:20]=[C:21]([C:24]([F:27])([F:25])[F:26])[CH:22]=[CH:23][C:18]=1[CH2:17][N:1]1[CH2:7][CH2:6][CH2:5][CH:4]([CH2:8][OH:9])[CH2:3][CH2:2]1, predict the reactants needed to synthesize it. The reactants are: [NH:1]1[CH2:7][CH2:6][CH2:5][CH:4]([CH2:8][OH:9])[CH2:3][CH2:2]1.C(=O)([O-])[O-].[K+].[K+].Br[CH2:17][C:18]1[CH:23]=[CH:22][C:21]([C:24]([F:27])([F:26])[F:25])=[CH:20][C:19]=1[C:28]([F:31])([F:30])[F:29].O. (2) Given the product [CH2:12]([N:11]([CH2:10][CH:4]1[CH2:8][CH2:7][O:6][C:5]1=[O:9])[CH2:19][C:20]1[CH:21]=[CH:22][CH:23]=[CH:24][CH:25]=1)[C:13]1[CH:14]=[CH:15][CH:16]=[CH:17][CH:18]=1, predict the reactants needed to synthesize it. The reactants are: C([C:4]1([CH2:10][N:11]([CH2:19][C:20]2[CH:25]=[CH:24][CH:23]=[CH:22][CH:21]=2)[CH2:12][C:13]2[CH:18]=[CH:17][CH:16]=[CH:15][CH:14]=2)[CH2:8][CH2:7][O:6][C:5]1=[O:9])(=O)C.[OH-].[Na+].